The task is: Predict the reactants needed to synthesize the given product.. This data is from Full USPTO retrosynthesis dataset with 1.9M reactions from patents (1976-2016). (1) Given the product [CH3:23][O:22][C:19]1[CH:20]=[CH:21][C:2]2[C:15]3[CH:14]=[C:13]4[CH:12]=[CH:11][C:10]([O:16][CH3:17])=[CH:9][C:8]4=[CH:7][C:6]=3[O:5][CH2:4][C:3]=2[CH:18]=1, predict the reactants needed to synthesize it. The reactants are: Br[C:2]1[CH:21]=[CH:20][C:19]([O:22][CH3:23])=[CH:18][C:3]=1[CH2:4][O:5][C:6]1[CH:15]=[CH:14][C:13]2[C:8](=[CH:9][C:10]([O:16][CH3:17])=[CH:11][CH:12]=2)[CH:7]=1.C([O-])(=O)C.[Na+]. (2) Given the product [Cl:31][C:9]1[N:10]([CH2:12][C:13]2[CH:14]=[CH:15][C:16]([C:19]3[CH:24]=[CH:23][N:22]=[CH:21][CH:20]=3)=[CH:17][CH:18]=2)[N:11]=[C:5]2[C:6]=1[C:7](=[O:8])[N:2]([CH3:1])[C:3](=[O:30])[N:4]2[CH2:25][C:26]([CH3:27])([CH3:29])[CH3:28], predict the reactants needed to synthesize it. The reactants are: [CH3:1][N:2]1[C:7](=[O:8])[C:6]2=[CH:9][N:10]([CH2:12][C:13]3[CH:18]=[CH:17][C:16]([C:19]4[CH:24]=[CH:23][N:22]=[CH:21][CH:20]=4)=[CH:15][CH:14]=3)[N:11]=[C:5]2[N:4]([CH2:25][C:26]([CH3:29])([CH3:28])[CH3:27])[C:3]1=[O:30].[Cl:31]C(Cl)(Cl)C(Cl)(Cl)Cl.[Li+].C[Si]([N-][Si](C)(C)C)(C)C.O.